This data is from Peptide-MHC class I binding affinity with 185,985 pairs from IEDB/IMGT. The task is: Regression. Given a peptide amino acid sequence and an MHC pseudo amino acid sequence, predict their binding affinity value. This is MHC class I binding data. (1) The peptide sequence is FYLFTFTIY. The MHC is HLA-A26:03 with pseudo-sequence HLA-A26:03. The binding affinity (normalized) is 0.0847. (2) The peptide sequence is YGLERLAAM. The MHC is HLA-B08:01 with pseudo-sequence HLA-B08:01. The binding affinity (normalized) is 0.778. (3) The peptide sequence is YLFQWNDNV. The MHC is HLA-B08:01 with pseudo-sequence HLA-B08:01. The binding affinity (normalized) is 0.0847. (4) The peptide sequence is WPLVNFHIL. The MHC is HLA-B07:02 with pseudo-sequence HLA-B07:02. The binding affinity (normalized) is 0.343. (5) The peptide sequence is LYNTAIVGL. The MHC is HLA-A24:03 with pseudo-sequence HLA-A24:03. The binding affinity (normalized) is 1.00. (6) The peptide sequence is VAGTGVQFY. The MHC is HLA-A33:01 with pseudo-sequence HLA-A33:01. The binding affinity (normalized) is 0. (7) The peptide sequence is VMHINSPFK. The MHC is HLA-A03:01 with pseudo-sequence HLA-A03:01. The binding affinity (normalized) is 0.945. (8) The peptide sequence is AVYLLDGLR. The MHC is HLA-B46:01 with pseudo-sequence HLA-B46:01. The binding affinity (normalized) is 0.0847.